Dataset: Experimentally validated miRNA-target interactions with 360,000+ pairs, plus equal number of negative samples. Task: Binary Classification. Given a miRNA mature sequence and a target amino acid sequence, predict their likelihood of interaction. (1) The miRNA is cel-miR-784-5p with sequence UGGCACAAUCUGCGUACGUAGA. The protein sequence of the target gene is MSMNRQEISDLCVKSLEGRMVGTEAQNIENGNAFYRYFFTNFPDLRVYFKGAEKYTADDVKKSERFDKQGQRILLACHLLANVYTNEEVFKGYVRETINRHRIYKMDPALWMAFFTVFTGYLESVGCLNDQQKAAWMALGKEFNAESQTHLKNSNLPHV. Result: 0 (no interaction). (2) The miRNA is hsa-miR-548x-3p with sequence UAAAAACUGCAAUUACUUUC. The protein sequence of the target gene is MSQWTPEFNELYTLKVAMKSGTPDAPTTQESLKAVLLHPQPLGATKSFPAEVEMINSKVGNEFSHLCDDSQKQEKDMTGNQQEQEKSGVVRKKRKSQQAGPSYVQNCVKENQEILGRRQQLETPSDEDNDSSLSECLSSPSSSLHFGGSDTVTSDEDKEVSVRHTQPVLSAKSRSHSARSHKWPRTEADPVPSLLMKRPCFHGSALRRVTCRKRLVKSSSSQRTQKQKERMLVQRKKREALAQRKYALLSSSSSSSENDLSSDSSSSSSTDGEEDLCASASENPSNPAAPSGSIDEDVVV.... Result: 0 (no interaction). (3) The miRNA is hsa-miR-6506-5p with sequence ACUGGGAUGUCACUGAAUAUGGU. The protein sequence of the target gene is MSASAVYVLDLKGKVLICRNYRGDVDMSEVEHFMPILMEKEEEGMLSPILAHGGVRFMWIKHNNLYLVATSKKNACVSLVFSFLYKVVQVFSEYFKELEEESIRDNFVIIYELLDELMDFGYPQTTDSKILQEYITQEGHKLETGAPRPPATVTNAVSWRSEGIKYRKNEVFLDVIESVNLLVSANGNVLRSEIVGSIKMRVFLSGMPELRLGLNDKVLFDNTGRGKSKSVELEDVKFHQCVRLSRFENDRTISFIPPDGEFELMSYRLNTHVKPLIWIESVIEKHSHSRIEYMIKAKSQ.... Result: 1 (interaction). (4) The miRNA is hsa-miR-26b-5p with sequence UUCAAGUAAUUCAGGAUAGGU. The protein sequence of the target gene is MALAVAPWGRQWEEARALGRAVRMLQRLEEQCVDPRLSVSPPSLRDLLPRTAQLLREVAHSRRAAGGGGPGGPGGSGDFLLIYLANLEAKSRQVAALLPPRGRRSANDELFRAGSRLRRQLAKLAIIFSHMHAELHALFPGGKYCGHMYQLTKAPAHTFWRESCGARCVLPWAEFESLLGTCHPVEPGCTALALRTTIDLTCSGHVSIFEFDVFTRLFQPWPTLLKNWQLLAVNHPGYMAFLTYDEVQERLQACRDKPGSYIFRPSCTRLGQWAIGYVSSDGSILQTIPANKPLSQVLLE.... Result: 1 (interaction). (5) The protein sequence of the target gene is MADLSLLQEDLQEDADGFGVDDYSSESDVIIIPSALDFVSQDEMLTPLGRLDKYAASENIFNRQMVARSLLDTLREVCDDERDCIAVLERISRLADDSEPTVRAELMEQVPHIALFCQENRPSIPYAFSKFLLPIVVRYLADQNNQVRKTSQAALLALLEQELIERFDVETKVCPVLIELTAPDSNDDVKTEAVAIMCKMAPMVGKDITERLILPRFCEMCCDCRMFHVRKVCAANFGDICSVVGQQATEEMLLPRFFQLCSDNVWGVRKACAECFMAVSCATCQEIRRTKLSALFINLI.... Result: 0 (no interaction). The miRNA is hsa-miR-30c-5p with sequence UGUAAACAUCCUACACUCUCAGC. (6) The miRNA is mmu-miR-323-3p with sequence CACAUUACACGGUCGACCUCU. The protein sequence of the target gene is MNWSIFEGLLSGVNKYSTAFGRIWLSLVFIFRVLVYLVTAERVWSDDHKDFDCNTRQPGCSNVCFDEFFPVSHVRLWALQLILVTCPSLLVVMHVAYREVQEKRHREAHGENSGRLYLNPGKKRGGLWWTYVCSLVFKASVDIAFLYVFHSFYPKYILPPVVKCHADPCPNIVDCFISKPSEKNIFTLFMVATAAICILLNLVELIYLVSKRCHECLAARKAQAMCTGHHPHGTTSSCKQDDLLSGDLIFLGSDSHPPLLPDRPRDHVKKTIL. Result: 0 (no interaction).